From a dataset of Forward reaction prediction with 1.9M reactions from USPTO patents (1976-2016). Predict the product of the given reaction. Given the reactants [CH3:1][NH:2][C:3]1([C:15]([O:17][C:18]([CH3:21])([CH3:20])[CH3:19])=[O:16])[C:11]2[C:6](=[CH:7][CH:8]=[C:9]([N+:12]([O-:14])=[O:13])[CH:10]=2)[NH:5][NH:4]1.[CH3:22][S:23](Cl)(=[O:25])=[O:24], predict the reaction product. The product is: [CH3:1][N:2]([S:23]([CH3:22])(=[O:25])=[O:24])[C:3]1([C:15]([O:17][C:18]([CH3:21])([CH3:20])[CH3:19])=[O:16])[C:11]2[C:6](=[CH:7][CH:8]=[C:9]([N+:12]([O-:14])=[O:13])[CH:10]=2)[NH:5][NH:4]1.